From a dataset of PAMPA (Parallel Artificial Membrane Permeability Assay) permeability data from NCATS. Regression/Classification. Given a drug SMILES string, predict its absorption, distribution, metabolism, or excretion properties. Task type varies by dataset: regression for continuous measurements (e.g., permeability, clearance, half-life) or binary classification for categorical outcomes (e.g., BBB penetration, CYP inhibition). Dataset: pampa_ncats. (1) The result is 1 (high permeability). The compound is C1CCC2(C1)C3=C(CCCC3=O)NC(=N2)NC4=NC5=CC=CC=C5O4. (2) The molecule is C1=CC=C2C(=C1)C(=NC(=N2)C3=CC=NC=C3)NC4=C(C=CC=C4F)F. The result is 1 (high permeability). (3) The result is 1 (high permeability). The compound is C1CCC(C1)N2C3=NC=NC(=C3C(=N2)C4=CN=C5C(=C4)C=CN5)N. (4) The molecule is C1=CC=C2C(=C1)C(=NC(=N2)C3=CC=NC=C3)NC4=CC(=C(C=C4)C5=CC(=C(C(=C5)F)F)F)F. The result is 1 (high permeability). (5) The compound is CCOC(=O)NC1=CC(=NN2C1=NN=C2C)C3=CC(=C(C=C3)C)NS(=O)(=O)C. The result is 1 (high permeability).